This data is from Catalyst prediction with 721,799 reactions and 888 catalyst types from USPTO. The task is: Predict which catalyst facilitates the given reaction. Reactant: [OH:1][CH2:2][CH:3]([CH2:12][C:13]1[CH:21]=[C:20]([CH3:22])[C:19]2[C:15](=[CH:16][N:17]([CH2:23][O:24][CH2:25][CH2:26][Si:27]([CH3:30])([CH3:29])[CH3:28])[N:18]=2)[CH:14]=1)[CH2:4][C:5]([O:7][C:8]([CH3:11])([CH3:10])[CH3:9])=[O:6].CC(OI1(OC(C)=O)(OC(C)=O)OC(=O)C2C=CC=CC1=2)=O. Product: [CH:2]([CH:3]([CH2:12][C:13]1[CH:21]=[C:20]([CH3:22])[C:19]2[C:15](=[CH:16][N:17]([CH2:23][O:24][CH2:25][CH2:26][Si:27]([CH3:30])([CH3:29])[CH3:28])[N:18]=2)[CH:14]=1)[CH2:4][C:5]([O:7][C:8]([CH3:10])([CH3:9])[CH3:11])=[O:6])=[O:1]. The catalyst class is: 2.